This data is from Forward reaction prediction with 1.9M reactions from USPTO patents (1976-2016). The task is: Predict the product of the given reaction. The product is: [O:1]1[C:2]2[CH:9]=[CH:8][CH:7]=[CH:6][C:3]=2[CH:4]=[C:5]1[S:15]([NH2:20])(=[O:17])=[O:16]. Given the reactants [O:1]1[CH:5]=[CH:4][C:3]2[CH:6]=[CH:7][CH:8]=[CH:9][C:2]1=2.[Li]CCCC.[S:15](Cl)(Cl)(=[O:17])=[O:16].[NH4+:20].[OH-].Cl, predict the reaction product.